The task is: Predict the reactants needed to synthesize the given product.. This data is from Full USPTO retrosynthesis dataset with 1.9M reactions from patents (1976-2016). Given the product [CH2:28]([CH:20]([CH2:21][C:22]1[CH:23]=[CH:24][CH:25]=[CH:26][CH:27]=1)[C:19]([NH:18][CH2:17][C@@H:2]([NH2:1])[CH2:3][CH2:4][CH2:5][NH2:6])=[O:35])[C:29]1[CH:30]=[CH:31][CH:32]=[CH:33][CH:34]=1, predict the reactants needed to synthesize it. The reactants are: [NH2:1][C@H:2]([CH2:17][NH:18][C:19](=[O:35])[CH:20]([CH2:28][C:29]1[CH:34]=[CH:33][CH:32]=[CH:31][CH:30]=1)[CH2:21][C:22]1[CH:27]=[CH:26][CH:25]=[CH:24][CH:23]=1)[CH2:3][CH2:4][CH2:5][NH:6]C(=O)OCC1C=CC=CC=1.